Dataset: Catalyst prediction with 721,799 reactions and 888 catalyst types from USPTO. Task: Predict which catalyst facilitates the given reaction. (1) Reactant: [C:1]1([C:7]2[C:12]([F:13])=[CH:11][CH:10]=[CH:9][C:8]=2[C@:14]([C@@H:22]2[CH2:27][CH2:26][CH2:25][N:24](C(OC(C)(C)C)=O)[CH2:23]2)([OH:21])[CH2:15][CH2:16][CH2:17][CH2:18][O:19][CH3:20])[CH2:6][CH2:5][CH2:4][CH2:3][CH:2]=1.C([O-])(O)=O.[Na+].C(O)(C(F)(F)F)=O. Product: [C:1]1([C:7]2[C:12]([F:13])=[CH:11][CH:10]=[CH:9][C:8]=2[C@:14]([C@@H:22]2[CH2:27][CH2:26][CH2:25][NH:24][CH2:23]2)([OH:21])[CH2:15][CH2:16][CH2:17][CH2:18][O:19][CH3:20])[CH2:6][CH2:5][CH2:4][CH2:3][CH:2]=1. The catalyst class is: 137. (2) Reactant: [S:1]([C:4]1[CH:20]=[CH:19][C:7]([NH:8][S:9]([C:12]2[CH:17]=[CH:16][C:15]([CH3:18])=[CH:14][CH:13]=2)(=[O:11])=[O:10])=[CH:6][CH:5]=1)[C:2]#[N:3].[N+:21]([O-])([OH:23])=[O:22].O. Product: [N+:21]([C:6]1[CH:5]=[C:4]([S:1][C:2]#[N:3])[CH:20]=[CH:19][C:7]=1[NH:8][S:9]([C:12]1[CH:17]=[CH:16][C:15]([CH3:18])=[CH:14][CH:13]=1)(=[O:11])=[O:10])([O-:23])=[O:22]. The catalyst class is: 15. (3) The catalyst class is: 26. Reactant: [C:1]([C:3]1[CH:8]=[CH:7][C:6]([S:9]([NH:12][CH2:13][CH2:14][N:15]2[CH2:22][CH:21]3[O:23][CH:17]([CH2:18][NH:19][CH2:20]3)[CH2:16]2)(=[O:11])=[O:10])=[CH:5][CH:4]=1)#[N:2].[CH3:24][N:25]1[C:33]2[C:28](=[CH:29][CH:30]=[CH:31][CH:32]=2)[C:27]([CH:34]=O)=[CH:26]1.C(O[BH-](OC(=O)C)OC(=O)C)(=O)C.[Na+].C([O-])([O-])=O.[Na+].[Na+]. Product: [C:1]([C:3]1[CH:8]=[CH:7][C:6]([S:9]([NH:12][CH2:13][CH2:14][N:15]2[CH2:22][CH:21]3[O:23][CH:17]([CH2:18][N:19]([CH2:34][C:27]4[C:28]5[C:33](=[CH:32][CH:31]=[CH:30][CH:29]=5)[N:25]([CH3:24])[CH:26]=4)[CH2:20]3)[CH2:16]2)(=[O:11])=[O:10])=[CH:5][CH:4]=1)#[N:2]. (4) Reactant: [CH:1]([C:3]1[NH:7][C:6]([CH3:8])=[C:5]([S:9](Cl)(=[O:11])=[O:10])[C:4]=1[CH3:13])=[O:2].[NH:14]1[CH2:19][CH2:18][CH:17]([N:20]2[CH2:25][CH2:24][O:23][CH2:22][CH2:21]2)[CH2:16][CH2:15]1. Product: [CH3:13][C:4]1[C:5]([S:9]([N:14]2[CH2:19][CH2:18][CH:17]([N:20]3[CH2:25][CH2:24][O:23][CH2:22][CH2:21]3)[CH2:16][CH2:15]2)(=[O:11])=[O:10])=[C:6]([CH3:8])[NH:7][C:3]=1[CH:1]=[O:2]. The catalyst class is: 2. (5) Reactant: Cl[C:2]1[CH:3]=[C:4]2[C:9](=[CH:10][CH:11]=1)[C:8]([C:12]1[CH:17]=[CH:16][CH:15]=[CH:14][C:13]=1[CH3:18])=[N:7][N:6]=[CH:5]2.[B:19]1(B2OC(C)(C)C(C)(C)O2)[O:23]C(C)(C)C(C)(C)[O:20]1.C([O-])(=O)C.[K+].C1(P(C2CCCCC2)C2CCCCC2)CCCCC1. Product: [C:13]1([CH3:18])[CH:14]=[CH:15][CH:16]=[CH:17][C:12]=1[C:8]1[C:9]2[C:4](=[CH:3][C:2]([B:19]([OH:23])[OH:20])=[CH:11][CH:10]=2)[CH:5]=[N:6][N:7]=1. The catalyst class is: 62. (6) Reactant: Br[C:2]1[C:3]([NH:9][C:10]2[CH:15]=[CH:14][CH:13]=[C:12]([N+:16]([O-:18])=[O:17])[CH:11]=2)=[N:4][C:5]([Cl:8])=[N:6][CH:7]=1.[CH:19]1(B(O)O)[CH2:21][CH2:20]1.C1(P(C2CCCCC2)C2CCCCC2)CCCCC1.P([O-])([O-])([O-])=O.[K+].[K+].[K+]. Product: [Cl:8][C:5]1[N:4]=[C:3]([NH:9][C:10]2[CH:15]=[CH:14][CH:13]=[C:12]([N+:16]([O-:18])=[O:17])[CH:11]=2)[C:2]([CH:19]2[CH2:21][CH2:20]2)=[CH:7][N:6]=1. The catalyst class is: 706. (7) Reactant: O.O.O.O.O.[N+]([O-])([O-])=O.[Bi+3].[N+]([O-])([O-])=O.[N+]([O-])([O-])=O.[C:19](=[O:29])([O:21][CH2:22][C:23]1[CH:28]=[CH:27][CH:26]=[CH:25][CH:24]=1)[NH2:20].[C:30]1(=[O:36])[CH2:35][CH2:34][CH2:33][CH:32]=[CH:31]1. Product: [CH2:22]([O:21][C:19](=[O:29])[NH:20][CH:32]1[CH2:33][CH2:34][CH2:35][C:30](=[O:36])[CH2:31]1)[C:23]1[CH:24]=[CH:25][CH:26]=[CH:27][CH:28]=1. The catalyst class is: 2. (8) Reactant: [NH:1]1[C:5]2[CH:6]=[C:7]([C:10]3[O:14][C:13]([SH:15])=[N:12][N:11]=3)[CH:8]=[CH:9][C:4]=2[N:3]=[CH:2]1.[CH2:16](Br)[CH:17]=[CH2:18]. Product: [CH2:18]([S:15][C:13]1[O:14][C:10]([C:7]2[CH:8]=[CH:9][C:4]3[NH:3][CH:2]=[N:1][C:5]=3[CH:6]=2)=[N:11][N:12]=1)[CH:17]=[CH2:16]. The catalyst class is: 14. (9) Reactant: [CH3:1][CH:2]([SH:4])[CH3:3].[H-].[Na+].[N:7]1([C:13]([N:15]2[CH2:20][CH:19]([C:21]3[CH:26]=[CH:25][C:24]([C:27]([F:30])([F:29])[F:28])=[CH:23][CH:22]=3)[CH2:18][CH:17]([CH2:31]S([O-])(=O)=O)[CH2:16]2)=[O:14])[CH2:12][CH2:11][O:10][CH2:9][CH2:8]1.O. Product: [CH:2]([S:4][CH2:31][CH:17]1[CH2:18][CH:19]([C:21]2[CH:26]=[CH:25][C:24]([C:27]([F:30])([F:29])[F:28])=[CH:23][CH:22]=2)[CH2:20][N:15]([C:13]([N:7]2[CH2:12][CH2:11][O:10][CH2:9][CH2:8]2)=[O:14])[CH2:16]1)([CH3:3])[CH3:1]. The catalyst class is: 3.